This data is from Reaction yield outcomes from USPTO patents with 853,638 reactions. The task is: Predict the reaction yield, written as a fraction of the theoretical maximum amount of product (1.0 means a 100% yield; for example, 0.34 means a 34% yield). The reactants are [OH:1][CH2:2][C@@H:3]1[CH2:8][N:7]2[CH2:9][CH2:10][CH2:11][C@H:6]2[C:5](=[O:12])[NH:4]1.C(N(CC)CC)C.[Si:20](Cl)([C:23]([CH3:26])([CH3:25])[CH3:24])([CH3:22])[CH3:21]. The catalyst is CN(C)C=O.CN(C)C1C=CN=CC=1. The product is [CH3:24][C:23]([Si:20]([CH3:22])([CH3:21])[O:1][CH2:2][C@@H:3]1[CH2:8][N:7]2[CH2:9][CH2:10][CH2:11][C@H:6]2[C:5](=[O:12])[NH:4]1)([CH3:26])[CH3:25]. The yield is 0.660.